The task is: Predict the reactants needed to synthesize the given product.. This data is from Full USPTO retrosynthesis dataset with 1.9M reactions from patents (1976-2016). Given the product [CH3:28][N:29]1[CH2:34][CH2:33][N:32]([CH2:35][C:36]2[CH:37]=[CH:38][C:39]([NH:42][C:4]([C:6]3[CH:7]=[CH:8][C:9]([C:16]4[C:17]([F:27])=[C:18]([O:25][CH3:26])[CH:19]=[C:20]([O:23][CH3:24])[C:21]=4[F:22])=[C:10]4[C:15]=3[N:14]=[CH:13][CH:12]=[CH:11]4)=[O:3])=[N:40][CH:41]=2)[CH2:31][CH2:30]1, predict the reactants needed to synthesize it. The reactants are: C([O:3][C:4]([C:6]1[CH:7]=[CH:8][C:9]([C:16]2[C:21]([F:22])=[C:20]([O:23][CH3:24])[CH:19]=[C:18]([O:25][CH3:26])[C:17]=2[F:27])=[C:10]2[C:15]=1[N:14]=[CH:13][CH:12]=[CH:11]2)=O)C.[CH3:28][N:29]1[CH2:34][CH2:33][N:32]([CH2:35][C:36]2[CH:37]=[CH:38][C:39]([NH:42]C(C3C4N=CC=NC=4C(C4C(Cl)=C(OC)C=C(OC)C=4Cl)=CC=3)=O)=[N:40][CH:41]=2)[CH2:31][CH2:30]1.C[Al](C)C.